Task: Predict the reaction yield, written as a fraction of the theoretical maximum amount of product (1.0 means a 100% yield; for example, 0.34 means a 34% yield).. Dataset: Reaction yield outcomes from USPTO patents with 853,638 reactions (1) The reactants are Cl.C(OC([N:12]1[CH2:16][CH:15]([N:17]2[CH2:22][CH2:21][O:20][CH2:19][CH2:18]2)[CH2:14][N:13]1[C:23](=[O:32])[CH2:24][C:25]1[CH:30]=[CH:29][C:28]([F:31])=[CH:27][CH:26]=1)=O)C1C=CC=CC=1. The catalyst is CO.[Pd]. The product is [F:31][C:28]1[CH:29]=[CH:30][C:25]([CH2:24][C:23]([N:13]2[CH2:14][CH:15]([N:17]3[CH2:22][CH2:21][O:20][CH2:19][CH2:18]3)[CH2:16][NH:12]2)=[O:32])=[CH:26][CH:27]=1. The yield is 0.810. (2) The reactants are CO[CH:3](OC)[CH2:4][NH2:5].[C:8]1([CH3:16])[CH:13]=[CH:12][C:11]([CH:14]=O)=[CH:10][CH:9]=1.ClC(OCC)=O.P(OCC)(OCC)OCC.O.O.O.O.C(C(C(C([O-])=O)O)O)([O-])=O.[Na+].[K+].[OH-].[NH4+]. The catalyst is C(Cl)(Cl)Cl.O.[Ti](Cl)(Cl)(Cl)Cl. The product is [CH3:14][C:11]1[CH:10]=[C:9]2[C:8](=[CH:13][CH:12]=1)[CH:16]=[N:5][CH:4]=[CH:3]2. The yield is 0.780. (3) The reactants are [CH2:1]([O:3][C@@H:4]1[CH2:9][CH2:8][C@H:7]([N:10]2[CH2:15][CH2:14][CH:13]([NH:16][C:17]3[CH:22]=[C:21]([CH3:23])[CH:20]=[CH:19][C:18]=3[N+:24]([O-])=O)[CH2:12][CH2:11]2)[CH2:6][CH2:5]1)[CH3:2].O.NN. The catalyst is C(O)C.[Ni]. The product is [NH2:24][C:18]1[CH:19]=[CH:20][C:21]([CH3:23])=[CH:22][C:17]=1[NH:16][CH:13]1[CH2:12][CH2:11][N:10]([C@H:7]2[CH2:8][CH2:9][C@@H:4]([O:3][CH2:1][CH3:2])[CH2:5][CH2:6]2)[CH2:15][CH2:14]1. The yield is 1.00. (4) The reactants are [Cl:1][C:2]1[N:3]=[C:4](Cl)[C:5]2[CH2:10][CH2:9][CH:8]([C:11]3[CH:16]=[CH:15][C:14]([F:17])=[CH:13][CH:12]=3)[C:6]=2[N:7]=1.[F:19][C:20]1([F:26])[CH2:25][CH2:24][NH:23][CH2:22][CH2:21]1. The catalyst is CO. The product is [Cl:1][C:2]1[N:3]=[C:4]([N:23]2[CH2:24][CH2:25][C:20]([F:26])([F:19])[CH2:21][CH2:22]2)[C:5]2[CH2:10][CH2:9][CH:8]([C:11]3[CH:16]=[CH:15][C:14]([F:17])=[CH:13][CH:12]=3)[C:6]=2[N:7]=1. The yield is 0.691.